From a dataset of Full USPTO retrosynthesis dataset with 1.9M reactions from patents (1976-2016). Predict the reactants needed to synthesize the given product. (1) Given the product [NH:1]1[CH2:6][CH2:7][CH:8]([S:9]([C:12]2[CH:17]=[CH:16][C:15]([NH:18][C:19]3[N:24]=[CH:23][C:22](/[CH:25]=[CH:26]/[C:12]4[CH:13]=[CH:14][C:15]5[N:18]=[C:19]([NH2:24])[NH:20][C:27]=5[CH:29]=4)=[CH:21][N:20]=3)=[CH:14][CH:13]=2)(=[O:11])=[O:10])[CH2:3][CH2:2]1, predict the reactants needed to synthesize it. The reactants are: [N:1]1([CH2:6][CH2:7][CH2:8][S:9]([C:12]2[CH:17]=[CH:16][C:15]([NH:18][C:19]3[N:24]=[CH:23][C:22]([CH:25]=[CH2:26])=[CH:21][N:20]=3)=[CH:14][CH:13]=2)(=[O:11])=[O:10])CC[CH2:3][CH2:2]1.[C:27](O)([C:29](F)(F)F)=O. (2) Given the product [F:1][C:2]1[CH:7]=[C:6]([F:8])[CH:5]=[CH:4][C:3]=1[CH2:9][NH:10][C:11]([C:13]1[C:14](=[O:38])[C:15]([OH:30])=[C:16]2[C:21](=[O:22])[N:20]3[CH2:23][C@@H:24]4[CH2:28][CH2:27][CH2:26][N:25]4[C@H:19]3[CH2:18][N:17]2[CH:29]=1)=[O:12], predict the reactants needed to synthesize it. The reactants are: [F:1][C:2]1[CH:7]=[C:6]([F:8])[CH:5]=[CH:4][C:3]=1[CH2:9][NH:10][C:11]([C:13]1[C:14](=[O:38])[C:15]([O:30]CC2C=CC=CC=2)=[C:16]2[C:21](=[O:22])[N:20]3[CH2:23][C@@H:24]4[CH2:28][CH2:27][CH2:26][N:25]4[C@H:19]3[CH2:18][N:17]2[CH:29]=1)=[O:12].